This data is from Reaction yield outcomes from USPTO patents with 853,638 reactions. The task is: Predict the reaction yield, written as a fraction of the theoretical maximum amount of product (1.0 means a 100% yield; for example, 0.34 means a 34% yield). The reactants are [O-]P([O-])([O-])=O.[K+].[K+].[K+].[CH2:9]([NH2:16])[C:10]1[CH:15]=[CH:14][CH:13]=[CH:12][CH:11]=1.I[C:18]1[CH:19]=[C:20]([N+:24]([O-:26])=[O:25])[CH:21]=[CH:22][CH:23]=1.C(O)CO. The catalyst is [Cu]I.CCCCCC.C(OCC)(=O)C.CC(O)C. The product is [N+:24]([C:20]1[CH:19]=[C:18]([NH:16][CH2:9][C:10]2[CH:15]=[CH:14][CH:13]=[CH:12][CH:11]=2)[CH:23]=[CH:22][CH:21]=1)([O-:26])=[O:25]. The yield is 0.720.